Dataset: Catalyst prediction with 721,799 reactions and 888 catalyst types from USPTO. Task: Predict which catalyst facilitates the given reaction. Reactant: Cl.[NH2:2][CH2:3][C:4]([CH3:7])([SH:6])[CH3:5].[N:8](OC(C)(C)C)=[O:9].[Cl:15]CCl.CCCCCC. Product: [ClH:15].[CH3:5][C:4]([S:6][N:8]=[O:9])([CH3:7])[CH2:3][NH2:2]. The catalyst class is: 9.